From a dataset of Catalyst prediction with 721,799 reactions and 888 catalyst types from USPTO. Predict which catalyst facilitates the given reaction. (1) Reactant: [NH2:1][C:2]1[C:7](I)=[CH:6][CH:5]=[CH:4][N:3]=1.OB(O)[C:11]1[S:12][C:13]2[CH:19]=[CH:18][C:17]([C:20]([OH:22])=[O:21])=[CH:16][C:14]=2[CH:15]=1.C(=O)([O-])[O-].[Na+].[Na+].C1C=CC(P(C2C=CC=CC=2)C2C=CC=CC=2)=CC=1. Product: [NH2:1][C:2]1[C:7]([C:11]2[S:12][C:13]3[CH:19]=[CH:18][C:17]([C:20]([OH:22])=[O:21])=[CH:16][C:14]=3[CH:15]=2)=[CH:6][CH:5]=[CH:4][N:3]=1. The catalyst class is: 231. (2) Reactant: [N:1]1[CH:6]=[CH:5][N:4]=[CH:3][C:2]=1[C:7](=[S:9])[NH2:8].Br[CH:11]([CH2:16][CH3:17])[C:12](OC)=[O:13].N1C=CC=CC=1. Product: [CH2:16]([C:11]1[S:9][C:7]([C:2]2[CH:3]=[N:4][CH:5]=[CH:6][N:1]=2)=[N:8][C:12]=1[OH:13])[CH3:17]. The catalyst class is: 8. (3) Reactant: Cl.[Br:2][C:3]1[CH:8]=[CH:7][C:6]([NH:9][NH2:10])=[CH:5][CH:4]=1.[C:11]1(=O)[O:16][C:14](=[O:15])[C:13]2=[CH:17][CH:18]=[CH:19][CH:20]=[C:12]12. Product: [Br:2][C:3]1[CH:8]=[CH:7][C:6]([NH:9][N:10]2[C:14](=[O:15])[C:13]3[C:12](=[CH:20][CH:19]=[CH:18][CH:17]=3)[C:11]2=[O:16])=[CH:5][CH:4]=1. The catalyst class is: 15. (4) Reactant: [CH3:1][S:2][C:3]1[N:8]=[C:7]([C:9]([OH:11])=O)[CH:6]=[CH:5][N:4]=1.Cl.[CH3:13][NH:14][O:15][CH3:16].Cl.CN(C)CCCN=C=NCC.ON1C2N=CC=CC=2N=N1.C(N(CC)CC)C. Product: [CH3:16][O:15][N:14]([CH3:13])[C:9]([C:7]1[CH:6]=[CH:5][N:4]=[C:3]([S:2][CH3:1])[N:8]=1)=[O:11]. The catalyst class is: 3.